Predict the reactants needed to synthesize the given product. From a dataset of Full USPTO retrosynthesis dataset with 1.9M reactions from patents (1976-2016). Given the product [C:22]([C:26]1[CH:27]=[CH:28][C:29]([C:30]2[NH:20][C:16]3=[N:17][CH:18]=[CH:19][C:14]([N:11]4[CH2:10][CH2:9][NH:8][CH2:13][CH2:12]4)=[C:15]3[N:21]=2)=[CH:32][CH:33]=1)([CH3:25])([CH3:24])[CH3:23], predict the reactants needed to synthesize it. The reactants are: C(OC([N:8]1[CH2:13][CH2:12][N:11]([C:14]2[CH:19]=[CH:18][N:17]=[C:16]([NH2:20])[C:15]=2[NH2:21])[CH2:10][CH2:9]1)=O)(C)(C)C.[C:22]([C:26]1[CH:33]=[CH:32][C:29]([CH:30]=O)=[CH:28][CH:27]=1)([CH3:25])([CH3:24])[CH3:23].